This data is from HIV replication inhibition screening data with 41,000+ compounds from the AIDS Antiviral Screen. The task is: Binary Classification. Given a drug SMILES string, predict its activity (active/inactive) in a high-throughput screening assay against a specified biological target. (1) The result is 0 (inactive). The molecule is COC(=O)Cc1c2n(c3ccccc13)C(=O)N1c3ccccc3C(CC(=O)OC)C21. (2) The drug is CCOC(=O)C(=CNC(=S)c1cccnc1)C(=O)OCC. The result is 0 (inactive). (3) The compound is CCOC=C(C(=O)OC)S(=O)(=O)c1ccc(C)cc1. The result is 0 (inactive). (4) The result is 0 (inactive). The compound is Nc1ccc(S(=O)(=O)Nc2nccs2)cc1.